From a dataset of Catalyst prediction with 721,799 reactions and 888 catalyst types from USPTO. Predict which catalyst facilitates the given reaction. (1) The catalyst class is: 184. Reactant: [Cl:1][C:2]1[CH:7]=[CH:6][N:5]=[CH:4][C:3]=1B(O)O.FC(F)(F)S(O[C:17]1[C@@:21]2([CH3:37])[CH2:22][CH2:23][C@H:24]3[C@H:33]([C@@H:20]2[CH2:19][CH:18]=1)[CH2:32][CH:31]=[C:30]1[C@:25]3([CH3:36])[CH2:26][CH2:27][C:28](=[O:35])[N:29]1[CH3:34])(=O)=O. Product: [Cl:1][C:2]1[CH:7]=[CH:6][N:5]=[CH:4][C:3]=1[C:17]1[C@@:21]2([CH3:37])[CH2:22][CH2:23][C@H:24]3[C@H:33]([C@@H:20]2[CH2:19][CH:18]=1)[CH2:32][CH:31]=[C:30]1[C@:25]3([CH3:36])[CH2:26][CH2:27][C:28](=[O:35])[N:29]1[CH3:34]. (2) Reactant: [CH3:1][O:2][C:3](=[O:16])[C@H:4]([CH2:9][CH:10]1[CH2:15][CH2:14][CH2:13][CH2:12][CH2:11]1)[CH2:5][C:6]([OH:8])=O.C(Cl)CCl.ON1C2C=CC=CC=2N=N1.[NH:31]1[CH2:36][CH2:35][O:34][CH2:33][CH2:32]1. Product: [CH3:1][O:2][C:3](=[O:16])[C@H:4]([CH2:9][CH:10]1[CH2:15][CH2:14][CH2:13][CH2:12][CH2:11]1)[CH2:5][C:6]([N:31]1[CH2:36][CH2:35][O:34][CH2:33][CH2:32]1)=[O:8]. The catalyst class is: 31.